This data is from Catalyst prediction with 721,799 reactions and 888 catalyst types from USPTO. The task is: Predict which catalyst facilitates the given reaction. (1) Reactant: [Si:1]([O:8][CH2:9][C@@H:10]([NH:12][C:13]1[C:18]([CH3:19])=[C:17]([CH3:20])[N:16]=[C:15]([Cl:21])[C:14]=1[NH2:22])[CH3:11])([C:4]([CH3:7])([CH3:6])[CH3:5])([CH3:3])[CH3:2].C(N(CC)CC)C.[Cl:30][CH2:31][C:32](Cl)=O. Product: [Si:1]([O:8][CH2:9][C@@H:10]([N:12]1[C:13]2[C:18]([CH3:19])=[C:17]([CH3:20])[N:16]=[C:15]([Cl:21])[C:14]=2[N:22]=[C:32]1[CH2:31][Cl:30])[CH3:11])([C:4]([CH3:7])([CH3:6])[CH3:5])([CH3:3])[CH3:2]. The catalyst class is: 26. (2) Reactant: CS(C)=O.[CH2:5]([C:20]1[CH:21]=[C:22]([OH:26])[CH:23]=[CH:24][CH:25]=1)[CH2:6][CH2:7][CH2:8][CH2:9][CH2:10][CH2:11][CH2:12][CH2:13][CH2:14][CH2:15][CH2:16][CH2:17][CH2:18][CH3:19].[OH-].[K+].[CH3:29]I. The catalyst class is: 6. Product: [CH2:5]([C:20]1[CH:21]=[C:22]([O:26][CH3:29])[CH:23]=[CH:24][CH:25]=1)[CH2:6][CH2:7][CH2:8][CH2:9][CH2:10][CH2:11][CH2:12][CH2:13][CH2:14][CH2:15][CH2:16][CH2:17][CH2:18][CH3:19].